From a dataset of Full USPTO retrosynthesis dataset with 1.9M reactions from patents (1976-2016). Predict the reactants needed to synthesize the given product. (1) Given the product [CH3:15][N:12]1[CH2:13][CH2:14][CH:9]([N:7]2[CH:8]=[C:4]([N+:1]([O-:3])=[O:2])[CH:5]=[N:6]2)[CH2:10][CH2:11]1, predict the reactants needed to synthesize it. The reactants are: [N+:1]([C:4]1[CH:5]=[N:6][N:7]([CH:9]2[CH2:14][CH2:13][N:12]([C:15](OC(C)(C)C)=O)[CH2:11][CH2:10]2)[CH:8]=1)([O-:3])=[O:2].C(O)=O.C=O. (2) Given the product [OH:24][CH2:23][C:21]1[CH:22]=[C:17]([O:16][CH2:15][CH2:14][NH:13][S:10]([C:5]2[CH:6]=[CH:7][CH:8]=[CH:9][C:4]=2[N+:1]([O-:3])=[O:2])(=[O:11])=[O:12])[CH:18]=[C:19]([CH2:28][OH:29])[N:20]=1, predict the reactants needed to synthesize it. The reactants are: [N+:1]([C:4]1[CH:9]=[CH:8][CH:7]=[CH:6][C:5]=1[S:10]([NH:13][CH2:14][CH2:15][O:16][C:17]1[CH:22]=[C:21]([C:23](OCC)=[O:24])[N:20]=[C:19]([C:28](OCC)=[O:29])[CH:18]=1)(=[O:12])=[O:11])([O-:3])=[O:2].[BH4-].[Na+].[Cl-].[Cl-].[Ca+2].O.